Dataset: Full USPTO retrosynthesis dataset with 1.9M reactions from patents (1976-2016). Task: Predict the reactants needed to synthesize the given product. (1) Given the product [ClH:14].[Cl:14][C:12]1[CH:11]=[CH:10][C:9]([CH:15]2[CH2:16][CH2:17][NH:18][CH2:19][CH2:20]2)=[C:8]([C@@H:6]([NH:5][C:2](=[O:4])[CH3:3])[CH3:7])[CH:13]=1, predict the reactants needed to synthesize it. The reactants are: Cl.[C:2]([NH:5][C@H:6]([C:8]1[CH:13]=[C:12]([Cl:14])[CH:11]=[CH:10][C:9]=1[CH:15]1[CH2:20][CH2:19][N:18](C(OC(C)(C)C)=O)[CH2:17][CH2:16]1)[CH3:7])(=[O:4])[CH3:3]. (2) Given the product [CH2:15]([O:14][CH2:13][C:12](=[CH2:11])[CH2:22][NH:8][C:6]1[C:5]([I:9])=[CH:4][N:3]=[C:2]([Cl:1])[CH:7]=1)[C:16]1[CH:21]=[CH:20][CH:19]=[CH:18][CH:17]=1, predict the reactants needed to synthesize it. The reactants are: [Cl:1][C:2]1[CH:7]=[C:6]([NH2:8])[C:5]([I:9])=[CH:4][N:3]=1.Br[CH2:11][C:12](=[CH2:22])[CH2:13][O:14][CH2:15][C:16]1[CH:21]=[CH:20][CH:19]=[CH:18][CH:17]=1. (3) Given the product [NH2:1][C:2]1[C:7]([C:8]#[N:9])=[C:6]([O:10][CH2:11][CH3:12])[N:5]=[C:4]([C:13]([NH:15][CH2:16][C:17]2[CH:18]=[CH:19][C:20]([C:21]([NH:34][CH3:38])=[O:23])=[CH:24][CH:25]=2)=[O:14])[CH:3]=1, predict the reactants needed to synthesize it. The reactants are: [NH2:1][C:2]1[C:7]([C:8]#[N:9])=[C:6]([O:10][CH2:11][CH3:12])[N:5]=[C:4]([C:13]([NH:15][CH2:16][C:17]2[CH:25]=[CH:24][C:20]([C:21]([OH:23])=O)=[CH:19][CH:18]=2)=[O:14])[CH:3]=1.Cl.CN.F[B-](F)(F)F.[N:34]1(OC(N(C)C)=[N+](C)C)[C:38]2C=CC=CC=2N=N1.C(NC(C)C)(C)C. (4) Given the product [CH3:2][O:3][C:4]([C@H:6]1[CH2:11][N:10]([C:30]([O:29][C:25]([CH3:28])([CH3:27])[CH3:26])=[O:31])[CH2:9][CH2:8][N:7]1[C:12]([O:14][C:15]([CH3:18])([CH3:17])[CH3:16])=[O:13])=[O:5], predict the reactants needed to synthesize it. The reactants are: Cl.[CH3:2][O:3][C:4]([C@H:6]1[CH2:11][NH:10][CH2:9][CH2:8][N:7]1[C:12]([O:14][C:15]([CH3:18])([CH3:17])[CH3:16])=[O:13])=[O:5].C([O-])([O-])=O.[Na+].[Na+].[C:25]([O:29][C:30](O[C:30]([O:29][C:25]([CH3:28])([CH3:27])[CH3:26])=[O:31])=[O:31])([CH3:28])([CH3:27])[CH3:26]. (5) Given the product [Cl:1][C:2]1[CH:7]=[CH:6][C:5]([S:8]([CH:11]([C:12]2[CH:17]=[C:16]([F:18])[CH:15]=[CH:14][C:13]=2[F:19])[CH2:43][CH2:42][O:41][CH2:40][CH2:39][O:38][CH:36]=[CH2:37])(=[O:10])=[O:9])=[CH:4][CH:3]=1, predict the reactants needed to synthesize it. The reactants are: [Cl:1][C:2]1[CH:7]=[CH:6][C:5]([S:8]([CH2:11][C:12]2[CH:17]=[C:16]([F:18])[CH:15]=[CH:14][C:13]=2[F:19])(=[O:10])=[O:9])=[CH:4][CH:3]=1.C(C=P(CCCC)(CCCC)CCCC)#N.[CH:36]([O:38][CH2:39][CH2:40][O:41][CH2:42][CH2:43]O)=[CH2:37].